This data is from Full USPTO retrosynthesis dataset with 1.9M reactions from patents (1976-2016). The task is: Predict the reactants needed to synthesize the given product. (1) The reactants are: Br[C:2]1[C:11]2[N:10]([CH3:12])[C:9](=[O:13])[CH:8]=[CH:7][C:6]=2[N:5]=[CH:4][C:3]=1[C:14]([O:16][CH3:17])=[O:15].C(=O)([O-])[O-].[K+].[K+].CO[CH2:26][CH2:27]OC. Given the product [CH:26]([C:2]1[C:11]2[N:10]([CH3:12])[C:9](=[O:13])[CH:8]=[CH:7][C:6]=2[N:5]=[CH:4][C:3]=1[C:14]([O:16][CH3:17])=[O:15])=[CH2:27], predict the reactants needed to synthesize it. (2) Given the product [CH2:42]([NH:1][CH2:2][C@@H:3]([NH:10][C:11]([C:13]1[CH:14]=[C:15]2[C:20](=[CH:21][CH:22]=1)[N:19]=[C:18]([NH:23][C:24]([C:26]1[C:27]([C:32]3[CH:33]=[CH:34][C:35]([C:38]([F:41])([F:39])[F:40])=[CH:36][CH:37]=3)=[CH:28][CH:29]=[CH:30][CH:31]=1)=[O:25])[CH:17]=[CH:16]2)=[O:12])[C:4]1[CH:9]=[CH:8][CH:7]=[CH:6][CH:5]=1)[C:43]1[CH:48]=[CH:47][CH:46]=[CH:45][CH:44]=1, predict the reactants needed to synthesize it. The reactants are: [NH2:1][CH2:2][C@@H:3]([NH:10][C:11]([C:13]1[CH:14]=[C:15]2[C:20](=[CH:21][CH:22]=1)[N:19]=[C:18]([NH:23][C:24]([C:26]1[C:27]([C:32]3[CH:37]=[CH:36][C:35]([C:38]([F:41])([F:40])[F:39])=[CH:34][CH:33]=3)=[CH:28][CH:29]=[CH:30][CH:31]=1)=[O:25])[CH:17]=[CH:16]2)=[O:12])[C:4]1[CH:9]=[CH:8][CH:7]=[CH:6][CH:5]=1.[CH:42](=O)[C:43]1[CH:48]=[CH:47][CH:46]=[CH:45][CH:44]=1.C(O[BH-](OC(=O)C)OC(=O)C)(=O)C.[Na+]. (3) Given the product [F:21][C:19]1([F:22])[O:18][C:17]2[CH:23]=[CH:24][C:14]([C:11]3([C:9]([NH:8][C:6]4[N:7]=[C:2]([C:31]5[CH:30]=[N:29][C:28]([O:27][CH3:26])=[C:33]([CH3:34])[CH:32]=5)[C:3]([CH3:25])=[CH:4][CH:5]=4)=[O:10])[CH2:13][CH2:12]3)=[CH:15][C:16]=2[O:20]1, predict the reactants needed to synthesize it. The reactants are: Cl[C:2]1[N:7]=[C:6]([NH:8][C:9]([C:11]2([C:14]3[CH:24]=[CH:23][C:17]4[O:18][C:19]([F:22])([F:21])[O:20][C:16]=4[CH:15]=3)[CH2:13][CH2:12]2)=[O:10])[CH:5]=[CH:4][C:3]=1[CH3:25].[CH3:26][O:27][C:28]1[C:33]([CH3:34])=[CH:32][C:31](B2OC(C)(C)C(C)(C)O2)=[CH:30][N:29]=1.C(=O)([O-])[O-].[Na+].[Na+]. (4) Given the product [C:25]([O:24][C:22]([N:14]([CH2:10][C:9]1[CH:12]=[CH:13][C:6]([C:2]2[S:1][CH:5]=[CH:4][N:3]=2)=[CH:7][CH:8]=1)[C:15]([O:17][C:18]([CH3:21])([CH3:20])[CH3:19])=[O:16])=[O:23])([CH3:28])([CH3:27])[CH3:26], predict the reactants needed to synthesize it. The reactants are: [S:1]1[CH:5]=[CH:4][N:3]=[C:2]1[C:6]1[CH:13]=[CH:12][C:9]([CH2:10]Br)=[CH:8][CH:7]=1.[NH:14]([C:22]([O:24][C:25]([CH3:28])([CH3:27])[CH3:26])=[O:23])[C:15]([O:17][C:18]([CH3:21])([CH3:20])[CH3:19])=[O:16].C(=O)([O-])[O-].[K+].[K+].O. (5) Given the product [I:8][C:9]1[CH:14]=[C:13]([CH3:15])[C:12]([C:16]([F:18])([F:19])[F:17])=[CH:11][C:10]=1[NH:20][C:2](=[O:3])[O:4][CH:5]([CH3:7])[CH3:6], predict the reactants needed to synthesize it. The reactants are: Cl[C:2]([O:4][CH:5]([CH3:7])[CH3:6])=[O:3].[I:8][C:9]1[CH:14]=[C:13]([CH3:15])[C:12]([C:16]([F:19])([F:18])[F:17])=[CH:11][C:10]=1[NH2:20].N1C=CC=CC=1. (6) The reactants are: [C:1]([O:5][C:6]([N:8]1[CH2:12][CH:11]([F:13])[C:10]([CH3:15])([CH3:14])[CH:9]1[CH2:16][OH:17])=[O:7])([CH3:4])([CH3:3])[CH3:2].CC(OI1(OC(C)=O)(OC(C)=O)OC(=O)C2C=CC=CC1=2)=O. Given the product [C:1]([O:5][C:6]([N:8]1[CH2:12][CH:11]([F:13])[C:10]([CH3:15])([CH3:14])[CH:9]1[CH:16]=[O:17])=[O:7])([CH3:4])([CH3:3])[CH3:2], predict the reactants needed to synthesize it. (7) The reactants are: [C:1]([CH:9]([C:15](=O)[CH3:16])[C:10]([O:12][CH2:13][CH3:14])=[O:11])(=O)[C:2]1[CH:7]=[CH:6][N:5]=[CH:4][CH:3]=1.[NH2:18][NH2:19].C(=O)([O-])O.[Na+]. Given the product [CH3:16][C:15]1[NH:19][N:18]=[C:1]([C:2]2[CH:7]=[CH:6][N:5]=[CH:4][CH:3]=2)[C:9]=1[C:10]([O:12][CH2:13][CH3:14])=[O:11], predict the reactants needed to synthesize it. (8) Given the product [CH3:8][O:7][C:6]1[CH:9]=[CH:10][C:3]([C:2]([F:12])([F:13])[F:1])=[CH:4][C:5]=1[NH:11][NH2:14], predict the reactants needed to synthesize it. The reactants are: [F:1][C:2]([F:13])([F:12])[C:3]1[CH:4]=[C:5]([NH2:11])[C:6](=[CH:9][CH:10]=1)[O:7][CH3:8].[N:14]([O-])=O.[Na+].O.O.Cl[Sn]Cl. (9) Given the product [Cl:14][C:15]1[CH:16]=[N:17][CH:18]=[C:19]([Cl:36])[C:20]=1[NH:21][C:22]1[C:31]2[C:26](=[C:27]([O:34][CH2:5][CH2:6][CH2:7][CH2:8][CH2:9][CH2:10][CH2:11][CH2:12][N:2]([CH3:3])[CH3:1])[C:28]([O:32][CH3:33])=[CH:29][CH:30]=2)[O:25][C:24](=[O:35])[CH:23]=1, predict the reactants needed to synthesize it. The reactants are: [CH3:1][NH:2][CH3:3].Br[CH2:5][CH2:6][CH2:7][CH2:8][CH2:9][CH2:10][CH2:11][CH2:12]Br.[Cl:14][C:15]1[CH:16]=[N:17][CH:18]=[C:19]([Cl:36])[C:20]=1[NH:21][C:22]1[C:31]2[C:26](=[C:27]([OH:34])[C:28]([O:32][CH3:33])=[CH:29][CH:30]=2)[O:25][C:24](=[O:35])[CH:23]=1. (10) Given the product [ClH:1].[NH2:10][C@@H:9]([C:4]1[CH:5]=[CH:6][C:7]([Cl:8])=[C:2]([Cl:1])[CH:3]=1)[C@H:17]([OH:18])[CH2:21][OH:20], predict the reactants needed to synthesize it. The reactants are: [Cl:1][C:2]1[CH:3]=[C:4]([C@@H:9]([C@H:17]2[CH2:21][O:20]C3(CCCCC3)[O:18]2)[NH:10][S@](C(C)(C)C)=O)[CH:5]=[CH:6][C:7]=1[Cl:8].Cl.CC(O)C.O1CCOCC1.